This data is from Reaction yield outcomes from USPTO patents with 853,638 reactions. The task is: Predict the reaction yield, written as a fraction of the theoretical maximum amount of product (1.0 means a 100% yield; for example, 0.34 means a 34% yield). (1) The reactants are [Cl:1][C:2]1(Cl)[C:14](=[O:15])[C:13]2[C:12]3[C:7]4=[C:8]([O:16][CH2:17][CH:18]([C:19]5[CH:24]=[CH:23][CH:22]=[CH:21][CH:20]=5)[N:6]4[C:5]=2[CH2:4][CH2:3]1)[CH:9]=[CH:10][CH:11]=3.C(=O)([O-])[O-].[Li+].[Li+].[Cl-].[Li+]. The catalyst is CN(C=O)C. The product is [Cl:1][C:2]1[C:14]([OH:15])=[C:13]2[C:5]([N:6]3[CH:18]([C:19]4[CH:20]=[CH:21][CH:22]=[CH:23][CH:24]=4)[CH2:17][O:16][C:8]4[CH:9]=[CH:10][CH:11]=[C:12]2[C:7]3=4)=[CH:4][CH:3]=1. The yield is 0.780. (2) The reactants are ClC(Cl)(Cl)CO[C:5](=[O:24])[NH:6][C:7]1[N:11]([C:12]2[CH:13]=[N:14][N:15]([CH2:17][CH2:18][OH:19])[CH:16]=2)[N:10]=[C:9]([C:20]([CH3:23])([CH3:22])[CH3:21])[CH:8]=1.[Cl:27][C:28]1[CH:33]=[CH:32][CH:31]=[C:30]([Cl:34])[C:29]=1[C:35]1[N:39]2[CH:40]=[C:41]([O:44][C@H:45]3[C:54]4[C:49](=[CH:50][CH:51]=[CH:52][CH:53]=4)[C@@H:48]([NH2:55])[CH2:47][CH2:46]3)[CH:42]=[CH:43][C:38]2=[N:37][N:36]=1.CCN(C(C)C)C(C)C. The catalyst is O1CCOCC1.C(Cl)Cl. The product is [C:20]([C:9]1[CH:8]=[C:7]([NH:6][C:5]([NH:55][C@@H:48]2[C:49]3[C:54](=[CH:53][CH:52]=[CH:51][CH:50]=3)[C@H:45]([O:44][C:41]3[CH:42]=[CH:43][C:38]4[N:39]([C:35]([C:29]5[C:28]([Cl:27])=[CH:33][CH:32]=[CH:31][C:30]=5[Cl:34])=[N:36][N:37]=4)[CH:40]=3)[CH2:46][CH2:47]2)=[O:24])[N:11]([C:12]2[CH:13]=[N:14][N:15]([CH2:17][CH2:18][OH:19])[CH:16]=2)[N:10]=1)([CH3:21])([CH3:22])[CH3:23]. The yield is 0.900. (3) The reactants are [N:1]1[CH:6]=[CH:5][C:4]([CH2:7][NH:8][C:9]2[CH:18]=[CH:17][CH:16]=[CH:15][C:10]=2[C:11]([NH:13][NH2:14])=O)=[CH:3][CH:2]=1.CSC(=N)N.[O:24]1[C:29]2[CH:30]=[CH:31][C:32]([NH:34][C:35](=[NH:38])SC)=[CH:33][C:28]=2[O:27][CH2:26]C1.C(N(CC)CC)C. The catalyst is N1C=CC=CC=1.O. The product is [O:24]1[C:29]2[CH:30]=[CH:31][C:32]([NH:34][C:35]3[NH:38][C:11]([C:10]4[CH:15]=[CH:16][CH:17]=[CH:18][C:9]=4[NH:8][CH2:7][C:4]4[CH:5]=[CH:6][N:1]=[CH:2][CH:3]=4)=[N:13][N:14]=3)=[CH:33][C:28]=2[O:27][CH2:26]1. The yield is 0.443. (4) The reactants are [N:1]1([C:10](=[O:12])[CH3:11])[CH2:6][CH2:5][CH:4]([C:7](=[O:9])[CH3:8])[CH2:3][CH2:2]1.[Br:13]Br. The catalyst is CO. The product is [C:10]([N:1]1[CH2:6][CH2:5][CH:4]([C:7](=[O:9])[CH2:8][Br:13])[CH2:3][CH2:2]1)(=[O:12])[CH3:11]. The yield is 0.802. (5) The reactants are O=[CH:2][CH2:3][CH2:4][CH2:5][CH2:6][CH2:7][CH2:8][CH2:9][C:10]([O:12]C)=[O:11].[N+:14]([CH2:17][CH2:18][CH2:19][CH2:20][CH2:21][CH2:22][CH3:23])([O-:16])=[O:15]. No catalyst specified. The product is [N+:14](/[C:17](/[CH2:18][CH2:19][CH2:20][CH2:21][CH2:22][CH3:23])=[CH:2]/[CH2:3][CH2:4][CH2:5][CH2:6][CH2:7][CH2:8][CH2:9][C:10]([OH:12])=[O:11])([O-:16])=[O:15]. The yield is 0.385.